Task: Predict the reactants needed to synthesize the given product.. Dataset: Full USPTO retrosynthesis dataset with 1.9M reactions from patents (1976-2016) (1) Given the product [C:1]([O:4][CH2:5][C:6]([CH3:36])([CH3:35])[CH2:7][N:8]1[C:14]2[CH:15]=[CH:16][C:17]([Cl:19])=[CH:18][C:13]=2[C@@H:12]([C:20]2[CH:25]=[CH:24][CH:23]=[C:22]([O:26][CH3:27])[C:21]=2[O:28][CH3:29])[O:11][C@H:10]([CH2:30][C:31]([NH:53][C:54]2[CH:55]=[CH:56][C:57]3[O:61][C:60]([C:62]([O:64][CH2:65][CH3:66])=[O:63])=[C:59]([CH3:67])[C:58]=3[CH:68]=2)=[O:32])[C:9]1=[O:34])(=[O:3])[CH3:2], predict the reactants needed to synthesize it. The reactants are: [C:1]([O:4][CH2:5][C:6]([CH3:36])([CH3:35])[CH2:7][N:8]1[C:14]2[CH:15]=[CH:16][C:17]([Cl:19])=[CH:18][C:13]=2[C@@H:12]([C:20]2[CH:25]=[CH:24][CH:23]=[C:22]([O:26][CH3:27])[C:21]=2[O:28][CH3:29])[O:11][C@H:10]([CH2:30][C:31](O)=[O:32])[C:9]1=[O:34])(=[O:3])[CH3:2].C(N(CC)CC)C.ClC(OCC(C)C)=O.Cl.[NH2:53][C:54]1[CH:55]=[CH:56][C:57]2[O:61][C:60]([C:62]([O:64][CH2:65][CH3:66])=[O:63])=[C:59]([CH3:67])[C:58]=2[CH:68]=1.N1C=CC=CC=1. (2) Given the product [Cl:1][C:2]1[N:3]=[C:4]([N:20]2[CH2:25][CH2:24][O:23][CH2:22][CH2:21]2)[C:5]2[CH:10]=[C:9]([C:11]3[CH:12]=[C:13]([C:14]([N:30]4[CH2:31][CH2:32][N:27]([CH3:26])[CH2:28][CH2:29]4)=[O:15])[CH:17]=[CH:18][CH:19]=3)[S:8][C:6]=2[N:7]=1, predict the reactants needed to synthesize it. The reactants are: [Cl:1][C:2]1[N:3]=[C:4]([N:20]2[CH2:25][CH2:24][O:23][CH2:22][CH2:21]2)[C:5]2[CH:10]=[C:9]([C:11]3[CH:12]=[C:13]([CH:17]=[CH:18][CH:19]=3)[C:14](O)=[O:15])[S:8][C:6]=2[N:7]=1.[CH3:26][N:27]1[CH2:32][CH2:31][NH:30][CH2:29][CH2:28]1. (3) Given the product [CH3:10][O:11][C:12]1[CH:19]=[C:18]([O:20][CH3:21])[CH:17]=[CH:16][C:13]=1[CH2:14][NH:15][C:7]([C:6]1[N:2]([CH3:1])[N:3]=[CH:4][CH:5]=1)=[O:9], predict the reactants needed to synthesize it. The reactants are: [CH3:1][N:2]1[C:6]([C:7]([OH:9])=O)=[CH:5][CH:4]=[N:3]1.[CH3:10][O:11][C:12]1[CH:19]=[C:18]([O:20][CH3:21])[CH:17]=[CH:16][C:13]=1[CH2:14][NH2:15]. (4) Given the product [O:22]1[CH2:23][CH2:24][N:1]([C:2]2[CH:10]=[CH:9][C:5]([C:6]([NH2:8])=[O:7])=[CH:4][CH:3]=2)[CH2:20][CH2:19]1, predict the reactants needed to synthesize it. The reactants are: [NH2:1][C:2]1[CH:10]=[CH:9][C:5]([C:6]([NH2:8])=[O:7])=[CH:4][CH:3]=1.[Na+].[I-].C([O-])([O-])=O.[K+].[K+].[CH2:19]([O:22][CH2:23][CH2:24]Cl)[CH2:20]Cl.